Dataset: Forward reaction prediction with 1.9M reactions from USPTO patents (1976-2016). Task: Predict the product of the given reaction. (1) The product is: [CH3:39][N:7]([CH3:6])[C@H:8]1[CH2:12][CH2:11][N:10]([C:13]2[CH:18]=[C:17]([O:19][CH3:20])[C:16]([NH:21][C:22]3[N:27]=[C:26]([C:28]4[C:36]5[C:31](=[CH:32][CH:33]=[CH:34][CH:35]=5)[N:30]([CH3:37])[CH:29]=4)[CH:25]=[CH:24][N:23]=3)=[CH:15][C:14]=2[NH:38][C:1](=[O:4])[CH:2]=[CH2:3])[CH2:9]1. Given the reactants [C:1](Cl)(=[O:4])[CH:2]=[CH2:3].[CH3:6][N:7]([CH3:39])[C@H:8]1[CH2:12][CH2:11][N:10]([C:13]2[CH:18]=[C:17]([O:19][CH3:20])[C:16]([NH:21][C:22]3[N:27]=[C:26]([C:28]4[C:36]5[C:31](=[CH:32][CH:33]=[CH:34][CH:35]=5)[N:30]([CH3:37])[CH:29]=4)[CH:25]=[CH:24][N:23]=3)=[CH:15][C:14]=2[NH2:38])[CH2:9]1, predict the reaction product. (2) Given the reactants [CH2:1]([N:3]1[C:11]2[CH:10]=[C:9](C(O)=O)[N:8]=[CH:7][C:6]=2[CH:5]=[CH:4]1)[CH3:2].C([N:17]([CH2:20]C)CC)C.C1(P(N=[N+]=[N-])(C2C=CC=CC=2)=[O:29])C=CC=CC=1.[C:39]([OH:43])([CH3:42])([CH3:41])[CH3:40], predict the reaction product. The product is: [CH2:1]([N:3]1[C:11]2[CH:10]=[C:9]([NH:17][C:20](=[O:29])[O:43][C:39]([CH3:42])([CH3:41])[CH3:40])[N:8]=[CH:7][C:6]=2[CH:5]=[CH:4]1)[CH3:2].